The task is: Binary Classification. Given a drug SMILES string, predict its activity (active/inactive) in a high-throughput screening assay against a specified biological target.. This data is from Serine/threonine kinase 33 screen with 319,792 compounds. (1) The compound is O1C2(N(C(=O)NC(C2)c2c1cccc2)c1cc(ccc1)C(=O)Nc1ccc(OC)cc1)C. The result is 0 (inactive). (2) The molecule is O=C(N1CCc2c1cccc2)c1nccnc1. The result is 0 (inactive).